This data is from Catalyst prediction with 721,799 reactions and 888 catalyst types from USPTO. The task is: Predict which catalyst facilitates the given reaction. (1) Reactant: C[O:2][C:3](=[O:17])[C:4]1[CH:9]=[C:8]([C:10]2[CH:11]=[N:12][CH:13]=[CH:14][CH:15]=2)[CH:7]=[C:6]([Br:16])[CH:5]=1.[OH-].[Na+]. Product: [Br:16][C:6]1[CH:5]=[C:4]([CH:9]=[C:8]([C:10]2[CH:11]=[N:12][CH:13]=[CH:14][CH:15]=2)[CH:7]=1)[C:3]([OH:17])=[O:2]. The catalyst class is: 5. (2) Reactant: [O:1]=[C:2]1[C:11]2[C:6](=[N:7][C:8]([C:18]3[CH:23]=[CH:22][C:21]([C:24]4([NH:28]C(=O)OC(C)(C)C)[CH2:27][CH2:26][CH2:25]4)=[CH:20][CH:19]=3)=[C:9]([C:12]3[CH:17]=[CH:16][CH:15]=[CH:14][CH:13]=3)[CH:10]=2)[CH2:5][O:4][CH2:3]1. Product: [NH2:28][C:24]1([C:21]2[CH:20]=[CH:19][C:18]([C:8]3[N:7]=[C:6]4[CH2:5][O:4][CH2:3][C:2](=[O:1])[C:11]4=[CH:10][C:9]=3[C:12]3[CH:17]=[CH:16][CH:15]=[CH:14][CH:13]=3)=[CH:23][CH:22]=2)[CH2:25][CH2:26][CH2:27]1. The catalyst class is: 67. (3) Reactant: [NH2:1][C:2]1[N:7]=[C:6](Cl)[CH:5]=[C:4]([CH3:9])[N:3]=1.[NH3:10].[I:11]Cl.[OH-].[Na+]. Product: [NH2:1][C:2]1[N:7]=[C:6]([NH2:10])[C:5]([I:11])=[C:4]([CH3:9])[N:3]=1. The catalyst class is: 5. (4) Reactant: C1(O)C=CC=CC=1.[OH:8][C@@H:9]([C:20]1[CH:25]=[CH:24][CH:23]=[C:22]([OH:26])[CH:21]=1)[CH2:10][CH2:11][NH:12][C:13](=[O:19])[O:14][C:15]([CH3:18])([CH3:17])[CH3:16].C([O-])([O-])=O.[K+].[K+].CC1C=CC(S(O[CH2:44][CH:45]2[CH2:50][CH2:49][N:48]([C:51](=[O:53])[CH3:52])[CH2:47][CH2:46]2)(=O)=O)=CC=1. Product: [C:51]([N:48]1[CH2:49][CH2:50][CH:45]([CH2:44][O:26][C:22]2[CH:21]=[C:20]([C@H:9]([OH:8])[CH2:10][CH2:11][NH:12][C:13](=[O:19])[O:14][C:15]([CH3:18])([CH3:17])[CH3:16])[CH:25]=[CH:24][CH:23]=2)[CH2:46][CH2:47]1)(=[O:53])[CH3:52]. The catalyst class is: 31. (5) Reactant: [H-].[Na+].[OH:3][CH:4]1[CH2:9][CH2:8][N:7]([CH3:10])[CH2:6][CH2:5]1.F[C:12]1[CH:21]=[CH:20][CH:19]=[C:18]2[C:13]=1[C:14](=[O:22])[NH:15][CH:16]=[N:17]2. Product: [CH3:10][N:7]1[CH2:8][CH2:9][CH:4]([O:3][C:12]2[CH:21]=[CH:20][CH:19]=[C:18]3[C:13]=2[C:14](=[O:22])[NH:15][CH:16]=[N:17]3)[CH2:5][CH2:6]1. The catalyst class is: 44. (6) Reactant: S(Cl)(Cl)=O.[CH3:5][O:6][C:7]1[CH:8]=[C:9]([CH:13]=[C:14]([O:17][CH3:18])[C:15]=1[CH3:16])[C:10]([OH:12])=O.[NH2:19][C:20]1[CH:25]=[CH:24][CH:23]=[CH:22][C:21]=1[OH:26].[CH:27](N(C(C)C)CC)(C)C. Product: [CH3:18][O:17][C:14]1[CH:13]=[C:9]([CH:8]=[C:7]([O:6][CH3:5])[C:15]=1[CH3:16])[C:10]([NH:19][C:20]1[CH:25]=[CH:24][CH:23]=[CH:22][C:21]=1[O:26][CH3:27])=[O:12]. The catalyst class is: 1.